Dataset: Full USPTO retrosynthesis dataset with 1.9M reactions from patents (1976-2016). Task: Predict the reactants needed to synthesize the given product. Given the product [CH3:1][O:5][C:6](=[O:33])[N:7]([CH2:9][CH2:10][NH:11][C:12]([C:14]1[N:15]=[CH:16][C:17]2[C:18](=[O:32])[N:19]([CH2:25][C:26]3[CH:27]=[CH:28][CH:29]=[CH:30][CH:31]=3)[CH:20]=[CH:21][C:22]=2[C:23]=1[OH:24])=[O:13])[CH3:8], predict the reactants needed to synthesize it. The reactants are: [C:1]([O:5][C:6](=[O:33])[N:7]([CH2:9][CH2:10][NH:11][C:12]([C:14]1[N:15]=[CH:16][C:17]2[C:18](=[O:32])[N:19]([CH2:25][C:26]3[CH:31]=[CH:30][CH:29]=[CH:28][CH:27]=3)[CH:20]=[CH:21][C:22]=2[C:23]=1[OH:24])=[O:13])[CH3:8])(C)(C)C.FC(F)(F)C(O)=O.N1C=CC=CC=1.ClC(OC)=O.